Dataset: Reaction yield outcomes from USPTO patents with 853,638 reactions. Task: Predict the reaction yield, written as a fraction of the theoretical maximum amount of product (1.0 means a 100% yield; for example, 0.34 means a 34% yield). (1) The reactants are [C:9](O[C:9]([O:11][C:12]([CH3:15])([CH3:14])[CH3:13])=[O:10])([O:11][C:12]([CH3:15])([CH3:14])[CH3:13])=[O:10].[C:16]([O:19][CH2:20][CH2:21][C:22]1[C:31]2[C:26](=[CH:27][CH:28]=[CH:29][CH:30]=2)[C:25]([NH2:32])=[CH:24][C:23]=1[N+:33]([O-:35])=[O:34])(=[O:18])[CH3:17]. The catalyst is N1C=CC=CC=1. The product is [C:16]([O:19][CH2:20][CH2:21][C:22]1[C:31]2[C:26](=[CH:27][CH:28]=[CH:29][CH:30]=2)[C:25]([NH:32][C:9]([O:11][C:12]([CH3:13])([CH3:14])[CH3:15])=[O:10])=[CH:24][C:23]=1[N+:33]([O-:35])=[O:34])(=[O:18])[CH3:17]. The yield is 0.730. (2) The yield is 0.320. The reactants are C([O:3][C:4](=[O:42])[C:5]([CH3:41])([O:7][C:8]1[CH:13]=[CH:12][C:11]([CH2:14][N:15]([C:24]2[S:28][C:27]([C:29]3[CH:34]=[CH:33][C:32]([C:35]([F:38])([F:37])[F:36])=[CH:31][CH:30]=3)=[N:26][C:25]=2[CH3:39])[CH2:16][C:17]2[CH:22]=[CH:21][CH:20]=[CH:19][C:18]=2[F:23])=[CH:10][C:9]=1[CH3:40])[CH3:6])C.[OH-].[Na+]. The product is [CH3:41][C:5]([O:7][C:8]1[CH:13]=[CH:12][C:11]([CH2:14][N:15]([C:24]2[S:28][C:27]([C:29]3[CH:30]=[CH:31][C:32]([C:35]([F:37])([F:38])[F:36])=[CH:33][CH:34]=3)=[N:26][C:25]=2[CH3:39])[CH2:16][C:17]2[CH:22]=[CH:21][CH:20]=[CH:19][C:18]=2[F:23])=[CH:10][C:9]=1[CH3:40])([CH3:6])[C:4]([OH:42])=[O:3]. The catalyst is CCO. (3) The reactants are Cl[CH2:2][C:3]1[O:4][C:5]([C:8]2[CH:13]=[CH:12][C:11]([CH3:14])=[CH:10][CH:9]=2)=[N:6][N:7]=1.[Cl:15][C:16]1[CH:21]=[CH:20][CH:19]=[CH:18][C:17]=1[N:22]1[C:26]([C:27]2[CH:32]=[CH:31][C:30]([Cl:33])=[C:29]([Cl:34])[CH:28]=2)=[N:25][N:24]=[C:23]1[SH:35].C([O-])([O-])=O.[K+].[K+]. The catalyst is C(#N)C. The product is [C:11]1([CH3:14])[CH:12]=[CH:13][C:8]([C:5]2[O:4][C:3]([CH2:2][S:35][C:23]3[N:22]([C:17]4[CH:18]=[CH:19][CH:20]=[CH:21][C:16]=4[Cl:15])[C:26]([C:27]4[CH:32]=[CH:31][C:30]([Cl:33])=[C:29]([Cl:34])[CH:28]=4)=[N:25][N:24]=3)=[N:7][N:6]=2)=[CH:9][CH:10]=1. The yield is 0.880. (4) The reactants are [Br:1][C:2]1[CH:3]=[C:4]([CH:8]=[N:9][S:10]([C:12]([CH3:15])([CH3:14])[CH3:13])=[O:11])[CH:5]=[N:6][CH:7]=1.[F:16][C:17]([Si](C)(C)C)([F:19])[F:18]. The catalyst is CCCC[N+](CCCC)(CCCC)CCCC.C1C=CC([Si-](F)(F)(C2C=CC=CC=2)C2C=CC=CC=2)=CC=1.C1COCC1.[Cl-].[Na+].O. The product is [Br:1][C:2]1[CH:3]=[C:4]([CH:8]([NH:9][S:10]([C:12]([CH3:15])([CH3:14])[CH3:13])=[O:11])[C:17]([F:19])([F:18])[F:16])[CH:5]=[N:6][CH:7]=1. The yield is 0.770. (5) The reactants are [C:1]([C:5]1[CH:6]=[C:7]2[C:12](=[CH:13][CH:14]=1)[N:11]=[C:10](O)[CH:9]=[N:8]2)([CH3:4])([CH3:3])[CH3:2].P(Cl)(Cl)([Cl:18])=O.O. The catalyst is C(OCC)(=O)C. The product is [C:1]([C:5]1[CH:6]=[C:7]2[C:12](=[CH:13][CH:14]=1)[N:11]=[C:10]([Cl:18])[CH:9]=[N:8]2)([CH3:4])([CH3:3])[CH3:2]. The yield is 0.803. (6) The reactants are [F:1][C:2]1[C:7]([F:8])=[CH:6][CH:5]=[CH:4][C:3]=1[C@@:9]([NH:14][S@@:15]([C:17]([CH3:20])([CH3:19])[CH3:18])=[O:16])([CH2:11][CH2:12][OH:13])[CH3:10].CC(OI1(OC(C)=O)(OC(C)=O)OC(=O)C2C=CC=CC1=2)=O. The catalyst is C(Cl)Cl. The product is [F:1][C:2]1[C:7]([F:8])=[CH:6][CH:5]=[CH:4][C:3]=1[C@@:9]([NH:14][S@@:15]([C:17]([CH3:20])([CH3:19])[CH3:18])=[O:16])([CH2:11][CH:12]=[O:13])[CH3:10]. The yield is 0.930. (7) No catalyst specified. The product is [C:7]([C:6]1[C:9](=[O:20])[NH:10][CH:3]=[CH:4][C:5]=1[CH3:11])#[N:8]. The yield is 0.680. The reactants are CO[CH:3](OC)[CH2:4][C:5]([CH3:11])=[C:6]([C:9]#[N:10])[C:7]#[N:8].C(C(C#N)=C(C)C=C[O:20]C)#N.S(=O)(=O)(O)O.